Task: Predict which catalyst facilitates the given reaction.. Dataset: Catalyst prediction with 721,799 reactions and 888 catalyst types from USPTO Reactant: [CH3:1][O:2][CH2:3][C:4]1[C:13]2[C:8](=[CH:9][CH:10]=[CH:11][CH:12]=2)[C:7]([C:14]([O:16]C)=[O:15])=[CH:6][CH:5]=1.[OH-].[Na+].Cl. Product: [CH3:1][O:2][CH2:3][C:4]1[C:13]2[C:8](=[CH:9][CH:10]=[CH:11][CH:12]=2)[C:7]([C:14]([OH:16])=[O:15])=[CH:6][CH:5]=1. The catalyst class is: 5.